Dataset: Reaction yield outcomes from USPTO patents with 853,638 reactions. Task: Predict the reaction yield, written as a fraction of the theoretical maximum amount of product (1.0 means a 100% yield; for example, 0.34 means a 34% yield). (1) The reactants are [Cl:1][C:2]1[C:10]([N:11]([CH3:20])[S:12]([C:15]2[S:16][CH:17]=[CH:18][CH:19]=2)(=[O:14])=[O:13])=[C:9]2[C:5]([CH:6]=[C:7]([C:21]([NH2:23])=O)[NH:8]2)=[CH:4][CH:3]=1.COC1C=CC(P2(SP(C3C=CC(OC)=CC=3)(=S)S2)=[S:33])=CC=1. The catalyst is O1CCCC1. The product is [Cl:1][C:2]1[C:10]([N:11]([CH3:20])[S:12]([C:15]2[S:16][CH:17]=[CH:18][CH:19]=2)(=[O:14])=[O:13])=[C:9]2[C:5]([CH:6]=[C:7]([C:21](=[S:33])[NH2:23])[NH:8]2)=[CH:4][CH:3]=1. The yield is 0.840. (2) The reactants are [O:1]1[C:5]2([CH2:10][CH2:9][CH:8]([C:11]3[C:19]4[C:14](=[CH:15][CH:16]=[C:17]([C:20]#[N:21])[CH:18]=4)[N:13]([CH2:22][CH3:23])[CH:12]=3)[CH2:7][CH2:6]2)[O:4][CH2:3][CH2:2]1.[CH2:24](Br)CC. No catalyst specified. The product is [O:4]1[C:5]2([CH2:10][CH2:9][CH:8]([C:11]3[C:19]4[C:14](=[CH:15][CH:16]=[C:17]([C:20]#[N:21])[CH:18]=4)[N:13]([CH2:22][CH2:23][CH3:24])[CH:12]=3)[CH2:7][CH2:6]2)[O:1][CH2:2][CH2:3]1. The yield is 0.750. (3) The reactants are [OH-].[Li+].[CH3:3][O:4][C:5]1[C:10]([O:11][CH3:12])=[CH:9][C:8]([CH2:13][C:14]([O:16]C)=[O:15])=[C:7]([CH2:18][N:19]([C:23]2[CH:28]=[CH:27][CH:26]=[CH:25][CH:24]=2)[C:20]([CH3:22])=[O:21])[CH:6]=1. The catalyst is CO. The product is [CH3:3][O:4][C:5]1[C:10]([O:11][CH3:12])=[CH:9][C:8]([CH2:13][C:14]([OH:16])=[O:15])=[C:7]([CH2:18][N:19]([C:23]2[CH:28]=[CH:27][CH:26]=[CH:25][CH:24]=2)[C:20]([CH3:22])=[O:21])[CH:6]=1. The yield is 0.780. (4) The reactants are [CH2:1]([C:3]1[CH:8]=[CH:7][C:6]([C:9]2[N:13]([CH3:14])[N:12]=[C:11]([C:15](=[N:17][NH:18][C:19]([C:21]3[CH:30]=[CH:29][C:24]([C:25]([O:27]C)=[O:26])=[CH:23][CH:22]=3)=[O:20])[CH3:16])[C:10]=2[OH:31])=[CH:5][CH:4]=1)[CH3:2].CO.[OH-].[Na+].Cl. The catalyst is O. The product is [CH2:1]([C:3]1[CH:8]=[CH:7][C:6]([C:9]2[N:13]([CH3:14])[N:12]=[C:11]([C:15](=[N:17][NH:18][C:19]([C:21]3[CH:22]=[CH:23][C:24]([C:25]([OH:27])=[O:26])=[CH:29][CH:30]=3)=[O:20])[CH3:16])[C:10]=2[OH:31])=[CH:5][CH:4]=1)[CH3:2]. The yield is 0.420. (5) The reactants are [CH2:1]([N:3]1[C:12](=[O:13])[C:11]2[C:6](=[CH:7][CH:8]=[C:9]([N+:14]([O-])=O)[CH:10]=2)[N:5]([CH2:17][CH2:18][C:19]#[N:20])[C:4]1=[O:21])[CH3:2].[Sn](Cl)Cl. The catalyst is C(O)C. The product is [NH2:14][C:9]1[CH:10]=[C:11]2[C:6](=[CH:7][CH:8]=1)[N:5]([CH2:17][CH2:18][C:19]#[N:20])[C:4](=[O:21])[N:3]([CH2:1][CH3:2])[C:12]2=[O:13]. The yield is 0.890. (6) The reactants are [CH3:1][O:2][C:3](=[O:6])[CH2:4][NH2:5].[OH:7][C:8]1[CH:9]=[C:10]([CH:13]=[CH:14][CH:15]=1)[CH:11]=O.C(O)(=O)C.C([BH3-])#N.[Na+].C1COCC1. The catalyst is C1COCC1.CO. The product is [OH:7][C:8]1[CH:9]=[C:10]([CH:13]=[CH:14][CH:15]=1)[CH2:11][NH:5][CH2:4][C:3]([O:2][CH3:1])=[O:6]. The yield is 0.450.